This data is from Full USPTO retrosynthesis dataset with 1.9M reactions from patents (1976-2016). The task is: Predict the reactants needed to synthesize the given product. (1) Given the product [O:14]1[C:13]2[CH:18]=[CH:19][C:10]([C:6]3[C:7]([C:8]#[N:9])=[CH:2][C:41]([C:42]#[N:37])=[C:40]([NH:36][CH2:35][C:31]4[CH:30]=[N:29][CH:34]=[CH:33][CH:32]=4)[N:46]=3)=[CH:11][C:12]=2[O:17][CH2:16][CH2:15]1, predict the reactants needed to synthesize it. The reactants are: N[C:2]1[C:7]([C:8]#[N:9])=[C:6]([C:10]2[CH:19]=[CH:18][C:13]3[O:14][CH2:15][CH2:16][O:17][C:12]=3[CH:11]=2)C(C#N)=C(SC2C=CC=CC=2)N=1.[N:29]1[CH:34]=[CH:33][CH:32]=[C:31]([CH2:35][NH2:36])[CH:30]=1.[N:37]1[CH:42]=[CH:41][CH:40]=CC=1CN.C[N:46](C=O)C. (2) Given the product [OH:2][C:3]1[CH:4]=[C:5]([C:9]2[N:34]=[C:12]3[CH:13]=[C:14]([NH:17][C:18]([C:20]4[N:21]([CH3:33])[N:22]=[CH:23][C:24]=4[C:25]([N:27]4[CH2:28][CH2:29][O:30][CH2:31][CH2:32]4)=[O:26])=[O:19])[CH:15]=[CH:16][N:11]3[N:10]=2)[CH:6]=[CH:7][CH:8]=1, predict the reactants needed to synthesize it. The reactants are: C[O:2][C:3]1[CH:4]=[C:5]([C:9]2[N:34]=[C:12]3[CH:13]=[C:14]([NH:17][C:18]([C:20]4[N:21]([CH3:33])[N:22]=[CH:23][C:24]=4[C:25]([N:27]4[CH2:32][CH2:31][O:30][CH2:29][CH2:28]4)=[O:26])=[O:19])[CH:15]=[CH:16][N:11]3[N:10]=2)[CH:6]=[CH:7][CH:8]=1.B(Br)(Br)Br.